This data is from Catalyst prediction with 721,799 reactions and 888 catalyst types from USPTO. The task is: Predict which catalyst facilitates the given reaction. (1) Reactant: [CH:1]1[CH:6]=[CH:5][C:4]([CH:7]([NH2:10])[CH2:8][OH:9])=[CH:3][CH:2]=1.CCN(C(C)C)C(C)C.[C:20](=O)([O:31][CH2:32][C:33]1[CH:38]=[CH:37][N:36]=[CH:35][CH:34]=1)[O:21]C1C=CC([N+]([O-])=O)=CC=1. Product: [OH:9][CH2:8][C@H:7]([NH:10][C:20](=[O:21])[O:31][CH2:32][C:33]1[CH:38]=[CH:37][N:36]=[CH:35][CH:34]=1)[C:4]1[CH:5]=[CH:6][CH:1]=[CH:2][CH:3]=1. The catalyst class is: 239. (2) Reactant: [Cl:1][C:2]1[CH:3]=[C:4]([CH:8]=[CH:9][C:10]=1[O:11][C:12]1[CH:17]=[C:16]([C:18]([NH:20][C:21]2[S:22][CH:23]=[CH:24][N:25]=2)=[O:19])[CH:15]=[C:14]([O:26][CH:27]([CH3:29])[CH3:28])[CH:13]=1)[C:5](O)=[O:6].CN(C(ON1N=NC2C=CC=NC1=2)=[N+](C)C)C.F[P-](F)(F)(F)(F)F.[CH3:54][O:55][CH2:56][CH2:57][NH2:58].C(N(C(C)C)CC)(C)C. Product: [Cl:1][C:2]1[CH:3]=[C:4]([CH:8]=[CH:9][C:10]=1[O:11][C:12]1[CH:17]=[C:16]([C:18]([NH:20][C:21]2[S:22][CH:23]=[CH:24][N:25]=2)=[O:19])[CH:15]=[C:14]([O:26][CH:27]([CH3:28])[CH3:29])[CH:13]=1)[C:5]([NH:58][CH2:57][CH2:56][O:55][CH3:54])=[O:6]. The catalyst class is: 18. (3) Reactant: [CH2:1]([C:3]1[C:11]2[C:6](=[CH:7][CH:8]=[C:9]([NH2:12])[CH:10]=2)[NH:5][N:4]=1)[CH3:2].[Cl:13][C:14]1[CH:19]=[CH:18][C:17]([CH:20]2[CH2:25][C:24](=[O:26])[NH:23][C:22]([CH3:27])=[C:21]2[C:28](O)=[O:29])=[CH:16][C:15]=1[O:31][CH3:32].C(Cl)CCl.CCN(CC)CC. Product: [Cl:13][C:14]1[CH:19]=[CH:18][C:17]([CH:20]2[CH2:25][C:24](=[O:26])[NH:23][C:22]([CH3:27])=[C:21]2[C:28]([NH:12][C:9]2[CH:10]=[C:11]3[C:6](=[CH:7][CH:8]=2)[NH:5][N:4]=[C:3]3[CH2:1][CH3:2])=[O:29])=[CH:16][C:15]=1[O:31][CH3:32]. The catalyst class is: 861. (4) Reactant: Br[C:2]1[C:3]([NH2:11])=[N:4][CH:5]=[C:6](Br)[C:7]=1[CH2:8][CH3:9].[OH:12][C:13]1[CH:18]=[CH:17][C:16](B(O)O)=[CH:15][CH:14]=1.[C:22]([O-:25])([O-])=O.[Na+].[Na+]. Product: [NH2:11][C:3]1[N:4]=[CH:5][C:6]([C:16]2[CH:17]=[CH:18][C:13]([OH:12])=[CH:14][CH:15]=2)=[C:7]([CH2:8][CH3:9])[C:2]=1[C:7]1[CH:6]=[CH:5][C:22]([OH:25])=[CH:3][CH:2]=1. The catalyst class is: 551. (5) Product: [NH:1]1[C:9]2[C:4](=[CH:5][CH:6]=[CH:7][CH:8]=2)[CH2:3][CH:2]1[CH2:10][OH:11]. The catalyst class is: 6. Reactant: [NH:1]1[C:9]2[C:4](=[CH:5][CH:6]=[CH:7][CH:8]=2)[CH2:3][CH:2]1[C:10](O)=[O:11].C1COCC1. (6) Reactant: [H-].[Na+].[Br-].[CH:4]1([P+](C2C=CC=CC=2)(C2C=CC=CC=2)C2C=CC=CC=2)[CH2:6][CH2:5]1.[CH3:26][O:27][C:28]1[CH:36]=[C:35]2[C:31]([CH2:32][CH2:33][C:34]2=O)=[CH:30][CH:29]=1.COCCOCCN(CCOCCOC)CCOCCOC. Product: [C:4]1(=[C:34]2[C:35]3[C:31](=[CH:30][CH:29]=[C:28]([O:27][CH3:26])[CH:36]=3)[CH2:32][CH2:33]2)[CH2:6][CH2:5]1. The catalyst class is: 1. (7) Reactant: CN(C=O)C.CO[C:8](=[O:39])[N:9]=[C:10](SC)[C:11]([C:25]1[CH:26]=[C:27]([O:35][CH3:36])[C:28]2[O:33][CH2:32][O:31][CH2:30][C:29]=2[CH:34]=1)=[N:12][C:13]1[CH:18]=[CH:17][C:16]([C:19]2[N:23]=[C:22]([CH3:24])[O:21][N:20]=2)=[CH:15][CH:14]=1.Cl.[NH:41]([C:43]1[CH:51]=[CH:50][CH:49]=[CH:48][C:44]=1[C:45]([OH:47])=[O:46])[NH2:42]. Product: [CH3:36][O:35][C:27]1[C:28]2[O:33][CH2:32][O:31][CH2:30][C:29]=2[CH:34]=[C:25]([CH:11]([NH:12][C:13]2[CH:14]=[CH:15][C:16]([C:19]3[N:23]=[C:22]([CH3:24])[O:21][N:20]=3)=[CH:17][CH:18]=2)[C:10]2[NH:9][C:8](=[O:39])[N:41]([C:43]3[CH:51]=[CH:50][CH:49]=[CH:48][C:44]=3[C:45]([OH:47])=[O:46])[N:42]=2)[CH:26]=1. The catalyst class is: 66.